Dataset: Forward reaction prediction with 1.9M reactions from USPTO patents (1976-2016). Task: Predict the product of the given reaction. (1) The product is: [O:1]1[C:5]2[CH:6]=[CH:7][C:8]([C:10]([CH2:11][CH3:12])=[C:24]([C:26]3[CH:31]=[CH:30][C:29]([OH:32])=[CH:28][CH:27]=3)[C:21]3[CH:22]=[CH:23][C:18]([O:17][CH2:16][CH2:15][Cl:14])=[CH:19][CH:20]=3)=[CH:9][C:4]=2[N:3]=[CH:2]1. Given the reactants [O:1]1[C:5]2[CH:6]=[CH:7][C:8]([C:10](=O)[CH2:11][CH3:12])=[CH:9][C:4]=2[N:3]=[CH:2]1.[Cl:14][CH2:15][CH2:16][O:17][C:18]1[CH:23]=[CH:22][C:21]([C:24]([C:26]2[CH:31]=[CH:30][C:29]([OH:32])=[CH:28][CH:27]=2)=O)=[CH:20][CH:19]=1, predict the reaction product. (2) Given the reactants [Br:1][C:2]1[C:10]([CH3:11])=[CH:9][CH:8]=[CH:7][C:3]=1[C:4]([OH:6])=O.N=C=N.C1C=CC2N(O)N=NC=2C=1.[Cl:25][C:26]1[CH:27]=[C:28]([N:33]([CH2:45][CH2:46][CH2:47][N:48]2[CH2:55][CH:54]3[CH:50]([CH2:51][NH:52][CH2:53]3)[CH2:49]2)[C:34]([CH:36]2[CH2:41][CH2:40][N:39]([C:42](=[O:44])[CH3:43])[CH2:38][CH2:37]2)=[O:35])[CH:29]=[CH:30][C:31]=1[CH3:32].CCN(C(C)C)C(C)C, predict the reaction product. The product is: [Br:1][C:2]1[C:10]([CH3:11])=[CH:9][CH:8]=[CH:7][C:3]=1[C:4]([N:52]1[CH2:53][CH:54]2[CH2:55][N:48]([CH2:47][CH2:46][CH2:45][N:33]([C:28]3[CH:29]=[CH:30][C:31]([CH3:32])=[C:26]([Cl:25])[CH:27]=3)[C:34]([CH:36]3[CH2:37][CH2:38][N:39]([C:42](=[O:44])[CH3:43])[CH2:40][CH2:41]3)=[O:35])[CH2:49][CH:50]2[CH2:51]1)=[O:6]. (3) Given the reactants Br[CH2:2][C:3]1[C:8]([CH3:9])=[N:7][C:6]([CH3:10])=[C:5]([CH3:11])[N:4]=1.[OH:12][C:13]1[CH:23]=[CH:22][C:16]([C:17]([O:19][CH2:20][CH3:21])=[O:18])=[CH:15][CH:14]=1.C(=O)([O-])[O-].[K+].[K+].CN(C=O)C, predict the reaction product. The product is: [CH2:20]([O:19][C:17](=[O:18])[C:16]1[CH:22]=[CH:23][C:13]([O:12][CH2:2][C:3]2[C:8]([CH3:9])=[N:7][C:6]([CH3:10])=[C:5]([CH3:11])[N:4]=2)=[CH:14][CH:15]=1)[CH3:21]. (4) Given the reactants [C:1]([CH2:4][C@H:5]([OH:45])[CH2:6][C@H:7]([OH:44])[CH2:8][CH2:9][C:10]1[N:14]([CH:15]([CH3:17])[CH3:16])[C:13]([C:18]([NH:20][CH2:21][C:22]2[CH:30]=[CH:29][C:25]([C:26]([OH:28])=[O:27])=[CH:24][CH:23]=2)=[O:19])=[C:12]([C:31]2[CH:36]=[CH:35][CH:34]=[CH:33][CH:32]=2)[C:11]=1[C:37]1[CH:42]=[CH:41][C:40]([F:43])=[CH:39][CH:38]=1)([OH:3])=[O:2].C(O)C.[OH-].[Na+:50], predict the reaction product. The product is: [Na+:50].[Na+:50].[C:1]([CH2:4][C@H:5]([OH:45])[CH2:6][C@H:7]([OH:44])[CH2:8][CH2:9][C:10]1[N:14]([CH:15]([CH3:16])[CH3:17])[C:13]([C:18]([NH:20][CH2:21][C:22]2[CH:30]=[CH:29][C:25]([C:26]([O-:28])=[O:27])=[CH:24][CH:23]=2)=[O:19])=[C:12]([C:31]2[CH:36]=[CH:35][CH:34]=[CH:33][CH:32]=2)[C:11]=1[C:37]1[CH:38]=[CH:39][C:40]([F:43])=[CH:41][CH:42]=1)([OH:3])=[O:2].[C:1]([CH2:4][C@H:5]([OH:45])[CH2:6][C@H:7]([OH:44])[CH2:8][CH2:9][C:10]1[N:14]([CH:15]([CH3:16])[CH3:17])[C:13]([C:18]([NH:20][CH2:21][C:22]2[CH:30]=[CH:29][C:25]([C:26]([O-:28])=[O:27])=[CH:24][CH:23]=2)=[O:19])=[C:12]([C:31]2[CH:36]=[CH:35][CH:34]=[CH:33][CH:32]=2)[C:11]=1[C:37]1[CH:38]=[CH:39][C:40]([F:43])=[CH:41][CH:42]=1)([OH:3])=[O:2].